Predict the reaction yield, written as a fraction of the theoretical maximum amount of product (1.0 means a 100% yield; for example, 0.34 means a 34% yield). From a dataset of Reaction yield outcomes from USPTO patents with 853,638 reactions. (1) The reactants are [CH3:1][O:2][C:3]1[CH:4]=[C:5]2[C:10](=[CH:11][C:12]=1[O:13][CH3:14])[N:9]=[CH:8][CH:7]=[C:6]2[O:15][C:16]1[C:17]([CH:23]([C:25]2[CH:30]=[CH:29][CH:28]=[C:27]([CH3:31])[N:26]=2)[OH:24])=[N:18][C:19]([CH3:22])=[CH:20][CH:21]=1.C(N(CC)CC)C.[C:39](OC(=O)C)(=[O:41])[CH3:40].O. The catalyst is C(Cl)(Cl)Cl. The product is [C:39]([O:24][CH:23]([C:17]1[C:16]([O:15][C:6]2[C:5]3[C:10](=[CH:11][C:12]([O:13][CH3:14])=[C:3]([O:2][CH3:1])[CH:4]=3)[N:9]=[CH:8][CH:7]=2)=[CH:21][CH:20]=[C:19]([CH3:22])[N:18]=1)[C:25]1[CH:30]=[CH:29][CH:28]=[C:27]([CH3:31])[N:26]=1)(=[O:41])[CH3:40]. The yield is 0.610. (2) The reactants are [CH3:1][C@H:2]1[CH2:7][NH:6][CH2:5][CH2:4][NH:3]1.FC(F)(F)S(O[C:14]1[CH:23]=[CH:22][CH:21]=[C:20]2[C:15]=1[CH:16]=[CH:17][C:18]([CH3:24])=[N:19]2)(=O)=O. The product is [CH3:24][C:18]1[CH:17]=[CH:16][C:15]2[C:20](=[CH:21][CH:22]=[CH:23][C:14]=2[N:6]2[CH2:5][CH2:4][NH:3][C@@H:2]([CH3:1])[CH2:7]2)[N:19]=1. The yield is 0.270. No catalyst specified. (3) The reactants are [Br:1][C:2]1[NH:3][CH:4]=[C:5]([N+:7]([O-:9])=[O:8])[N:6]=1.[Si:10]([O:17][CH2:18][CH:19]([O:22][CH:23]1[CH2:28][CH2:27][CH2:26][CH2:25][O:24]1)[CH2:20]Cl)([C:13]([CH3:16])([CH3:15])[CH3:14])([CH3:12])[CH3:11].C(=O)([O-])[O-].[K+].[K+].[I-].[Na+]. The catalyst is CN(C)C=O. The product is [Br:1][C:2]1[N:3]([CH2:20][CH:19]([O:22][CH:23]2[CH2:28][CH2:27][CH2:26][CH2:25][O:24]2)[CH2:18][O:17][Si:10]([C:13]([CH3:16])([CH3:14])[CH3:15])([CH3:12])[CH3:11])[CH:4]=[C:5]([N+:7]([O-:9])=[O:8])[N:6]=1. The yield is 0.687. (4) The yield is 0.400. The reactants are Cl.[Cl:2][C:3]1[CH:4]=[C:5]([CH:18]=[CH:19][C:20]=1[F:21])[NH:6][C:7]1[C:16]2[C:11](=[CH:12][CH:13]=[CH:14][C:15]=2F)[N:10]=[CH:9][N:8]=1.[CH:22]1([OH:27])[CH2:26][CH2:25][CH2:24][CH2:23]1. No catalyst specified. The product is [Cl:2][C:3]1[CH:4]=[C:5]([CH:18]=[CH:19][C:20]=1[F:21])[NH:6][C:7]1[C:16]2[C:11](=[CH:12][CH:13]=[CH:14][C:15]=2[O:27][CH:22]2[CH2:26][CH2:25][CH2:24][CH2:23]2)[N:10]=[CH:9][N:8]=1. (5) The reactants are Br[CH2:2][C:3]([C:5]1[CH:12]=[CH:11][C:8]([CH:9]=[O:10])=[CH:7][CH:6]=1)=O.[NH2:13][C:14]1[N:24]=[CH:23][CH:22]=[CH:21][C:15]=1[C:16]([O:18][CH2:19][CH3:20])=[O:17]. The catalyst is CC#N. The product is [CH:9]([C:8]1[CH:11]=[CH:12][C:5]([C:3]2[N:13]=[C:14]3[C:15]([C:16]([O:18][CH2:19][CH3:20])=[O:17])=[CH:21][CH:22]=[CH:23][N:24]3[CH:2]=2)=[CH:6][CH:7]=1)=[O:10]. The yield is 0.340. (6) The reactants are [CH3:1][C:2]1[N:3]=[C:4]([NH2:7])[NH:5][N:6]=1.[O:8]1[CH2:13][CH2:12][O:11][C:10]2[CH:14]=[C:15]([C:18](=O)[CH2:19][C:20](OCC)=[O:21])[CH:16]=[CH:17][C:9]1=2. The catalyst is C(O)(=O)C. The product is [O:8]1[CH2:13][CH2:12][O:11][C:10]2[CH:14]=[C:15]([C:18]3[NH:7][C:4]4[N:5]([N:6]=[C:2]([CH3:1])[N:3]=4)[C:20](=[O:21])[CH:19]=3)[CH:16]=[CH:17][C:9]1=2. The yield is 0.120.